This data is from Peptide-MHC class I binding affinity with 185,985 pairs from IEDB/IMGT. The task is: Regression. Given a peptide amino acid sequence and an MHC pseudo amino acid sequence, predict their binding affinity value. This is MHC class I binding data. (1) The peptide sequence is YMHGSIHEV. The MHC is HLA-A68:02 with pseudo-sequence HLA-A68:02. The binding affinity (normalized) is 0.534. (2) The peptide sequence is DQLVFNSISA. The MHC is HLA-A02:03 with pseudo-sequence HLA-A02:03. The binding affinity (normalized) is 0.476. (3) The peptide sequence is SETLLPLTQY. The MHC is HLA-B18:01 with pseudo-sequence HLA-B18:01. The binding affinity (normalized) is 0.612. (4) The peptide sequence is PVILSKLML. The MHC is HLA-A02:01 with pseudo-sequence HLA-A02:01. The binding affinity (normalized) is 0.177. (5) The binding affinity (normalized) is 0.326. The MHC is HLA-B08:01 with pseudo-sequence HLA-B08:01. The peptide sequence is IVKQGRDAL. (6) The peptide sequence is SLSEPWRDF. The MHC is HLA-B15:09 with pseudo-sequence HLA-B15:09. The binding affinity (normalized) is 0.0847. (7) The peptide sequence is WSFLEDRVY. The MHC is HLA-A26:01 with pseudo-sequence HLA-A26:01. The binding affinity (normalized) is 0.0847.